From a dataset of Full USPTO retrosynthesis dataset with 1.9M reactions from patents (1976-2016). Predict the reactants needed to synthesize the given product. (1) Given the product [CH:8]12[CH2:11][CH2:12][CH:1]([CH:10]=[CH:9]1)[CH:2]1[CH:7]2[CH:6]([OH:13])[CH:5]=[CH:4][CH:3]1[OH:14], predict the reactants needed to synthesize it. The reactants are: [CH:1]12[CH2:12][CH2:11][CH:8]([CH:9]=[CH:10]1)[CH:7]1[CH:2]2[C:3](=[O:14])[CH:4]=[CH:5][C:6]1=[O:13].[BH4-].[Na+]. (2) Given the product [CH2:21]([N:20]1[C:15]2=[N:16][CH:17]=[CH:18][CH:19]=[C:14]2[N:13]=[C:12]1[CH2:11][N:10]1[C:3]2[C:2]([C:30]#[N:31])=[N:7][CH:6]=[CH:5][C:4]=2[N:8]([CH:27]([CH3:29])[CH3:28])[C:9]1=[O:26])[CH2:22][CH:23]([CH3:25])[CH3:24], predict the reactants needed to synthesize it. The reactants are: Cl[C:2]1[N:7]=[CH:6][CH:5]=[C:4]2[N:8]([CH:27]([CH3:29])[CH3:28])[C:9](=[O:26])[N:10]([CH2:11][C:12]3[N:20]([CH2:21][CH2:22][CH:23]([CH3:25])[CH3:24])[C:15]4=[N:16][CH:17]=[CH:18][CH:19]=[C:14]4[N:13]=3)[C:3]=12.[C:30]([Zn]C#N)#[N:31]. (3) Given the product [Cl:1][C:2]1[CH:3]=[C:4]([NH:5][C:23](=[O:24])[CH2:22][CH2:21][C:15]2[CH:20]=[CH:19][CH:18]=[CH:17][CH:16]=2)[CH:6]=[CH:7][CH:8]=1, predict the reactants needed to synthesize it. The reactants are: [Cl:1][C:2]1[CH:3]=[C:4]([CH:6]=[CH:7][CH:8]=1)[NH2:5].N1C=CC=CC=1.[C:15]1([CH2:21][CH2:22][C:23](Cl)=[O:24])[CH:20]=[CH:19][CH:18]=[CH:17][CH:16]=1.